This data is from Experimentally validated miRNA-target interactions with 360,000+ pairs, plus equal number of negative samples. The task is: Binary Classification. Given a miRNA mature sequence and a target amino acid sequence, predict their likelihood of interaction. The miRNA is hsa-miR-3913-5p with sequence UUUGGGACUGAUCUUGAUGUCU. Result: 0 (no interaction). The protein sequence of the target gene is MPHSSDSSDSSFSRSPPPGKQDSSDDVRRVQRREKNRIAAQKSRQRQTQKADTLHLESEDLEKQNAALRKEIKQLTEELKYFTSVLNSHEPLCSVLAASTPSPPEVVYSAHAFHQPHVSSPRFQP.